Task: Predict which catalyst facilitates the given reaction.. Dataset: Catalyst prediction with 721,799 reactions and 888 catalyst types from USPTO (1) Reactant: [C:1]([O:5][C:6]([N:8]1[CH2:14][CH2:13][CH2:12][N:11]([C:15]2[NH:19][C:18]3[CH:20]=[CH:21][CH:22]=[CH:23][C:17]=3[N:16]=2)[CH2:10][CH2:9]1)=[O:7])([CH3:4])([CH3:3])[CH3:2].[H-].[Na+].S(O[CH2:31][CH2:32][O:33][CH:34]([CH3:36])[CH3:35])(=O)(=O)C. Product: [C:1]([O:5][C:6]([N:8]1[CH2:14][CH2:13][CH2:12][N:11]([C:15]2[N:16]([CH2:31][CH2:32][O:33][CH:34]([CH3:36])[CH3:35])[C:17]3[CH:23]=[CH:22][CH:21]=[CH:20][C:18]=3[N:19]=2)[CH2:10][CH2:9]1)=[O:7])([CH3:4])([CH3:2])[CH3:3]. The catalyst class is: 9. (2) Reactant: Cl[C:2]1[C:11]2[C:6](=[C:7]([CH3:12])[CH:8]=[CH:9][CH:10]=2)[N:5]=[CH:4][N:3]=1. Product: [CH3:12][C:7]1[CH:8]=[CH:9][CH:10]=[C:11]2[C:6]=1[N:5]=[CH:4][N:3]=[CH:2]2. The catalyst class is: 2. (3) Reactant: [CH2:1]1[C:4]2([CH2:9][CH2:8][NH:7][CH2:6][CH2:5]2)[CH2:3][N:2]1[C:10]([O:12][C:13]([CH3:16])([CH3:15])[CH3:14])=[O:11].C(N(CC)CC)C.[Br:24][CH2:25][C:26](Cl)=[O:27]. Product: [Br:24][CH2:25][C:26]([N:7]1[CH2:6][CH2:5][C:4]2([CH2:3][N:2]([C:10]([O:12][C:13]([CH3:16])([CH3:15])[CH3:14])=[O:11])[CH2:1]2)[CH2:9][CH2:8]1)=[O:27]. The catalyst class is: 4. (4) Reactant: [CH2:1]([CH:3]([CH2:6][CH2:7][CH2:8][CH3:9])[CH2:4][NH2:5])[CH3:2].[N:10]([CH2:13][CH2:14][CH2:15][CH2:16][CH2:17][CH2:18][CH2:19][CH2:20][CH2:21][CH2:22][CH2:23][CH2:24][N:25]=[C:26]=[O:27])=[C:11]=[O:12]. Product: [CH2:24]([NH:25][C:26]([NH:5][CH2:4][CH:3]([CH2:1][CH3:2])[CH2:6][CH2:7][CH2:8][CH3:9])=[O:27])[CH2:23][CH2:22][CH2:21][CH2:20][CH2:19][CH2:18][CH2:17][CH2:16][CH2:15][CH2:14][CH2:13][NH:10][C:11]([NH:5][CH2:4][CH:3]([CH2:1][CH3:2])[CH2:6][CH2:7][CH2:8][CH3:9])=[O:12]. The catalyst class is: 262. (5) Reactant: [CH:1]12[NH:8][CH:5]([CH2:6][CH2:7]1)[CH2:4][N:3]([C:9]([O:11][CH2:12][CH:13]1[C:25]3[CH:24]=[CH:23][CH:22]=[CH:21][C:20]=3[C:19]3[C:14]1=[CH:15][CH:16]=[CH:17][CH:18]=3)=[O:10])[CH2:2]2.C(N(CC)CC)C.[CH2:33]([S:35](Cl)(=[O:37])=[O:36])[CH3:34]. Product: [CH2:33]([S:35]([N:8]1[CH:1]2[CH2:7][CH2:6][CH:5]1[CH2:4][N:3]([C:9]([O:11][CH2:12][CH:13]1[C:25]3[CH:24]=[CH:23][CH:22]=[CH:21][C:20]=3[C:19]3[C:14]1=[CH:15][CH:16]=[CH:17][CH:18]=3)=[O:10])[CH2:2]2)(=[O:37])=[O:36])[CH3:34]. The catalyst class is: 2. (6) Reactant: [CH3:1][O:2][C:3]1[CH:10]=[C:9]([O:11][CH3:12])[CH:8]=[CH:7][C:4]=1[CH2:5][NH2:6].N1C=CC=CC=1.[F:19][C:20]1[CH:25]=[C:24]([F:26])[CH:23]=[C:22]([F:27])[C:21]=1[S:28](Cl)(=[O:30])=[O:29].[C:32](O[C:32]([O:34][C:35]([CH3:38])([CH3:37])[CH3:36])=[O:33])([O:34][C:35]([CH3:38])([CH3:37])[CH3:36])=[O:33].CN(C1C=CC=CN=1)C. Product: [CH3:1][O:2][C:3]1[CH:10]=[C:9]([O:11][CH3:12])[CH:8]=[CH:7][C:4]=1[CH2:5][N:6]([S:28]([C:21]1[C:20]([F:19])=[CH:25][C:24]([F:26])=[CH:23][C:22]=1[F:27])(=[O:30])=[O:29])[C:32](=[O:33])[O:34][C:35]([CH3:38])([CH3:37])[CH3:36]. The catalyst class is: 46. (7) Reactant: [O:1]=[C:2]1[C@@H:7]([NH:8]C(=O)OC(C)(C)C)[CH2:6][CH2:5][CH2:4][N:3]1[C:16]1[CH:21]=[CH:20][CH:19]=[CH:18][CH:17]=1.Cl. Product: [NH2:8][C@H:7]1[CH2:6][CH2:5][CH2:4][N:3]([C:16]2[CH:17]=[CH:18][CH:19]=[CH:20][CH:21]=2)[C:2]1=[O:1]. The catalyst class is: 12. (8) Reactant: [O:1]1[CH2:5][CH2:4][CH:3]([C:6]([N:8]2[CH2:17][CH2:16][C:15]3[C:10](=[CH:11][C:12]([C:18]([NH:20][O:21]C4CCCCO4)=[O:19])=[CH:13][CH:14]=3)[CH2:9]2)=[O:7])[CH2:2]1. Product: [OH:21][NH:20][C:18]([C:12]1[CH:11]=[C:10]2[C:15]([CH2:16][CH2:17][N:8]([C:6]([CH:3]3[CH2:4][CH2:5][O:1][CH2:2]3)=[O:7])[CH2:9]2)=[CH:14][CH:13]=1)=[O:19]. The catalyst class is: 240.